Dataset: Catalyst prediction with 721,799 reactions and 888 catalyst types from USPTO. Task: Predict which catalyst facilitates the given reaction. (1) Reactant: CN(C)[CH:3]=[C:4]([N+:10]([O-:12])=[O:11])[C:5](OCC)=[O:6].[N:14]1[CH:19]=[CH:18][CH:17]=[C:16]([C:20](=[NH:22])[NH2:21])[N:15]=1.O(C)[Na].Cl. Product: [N+:10]([C:4]1[C:5]([OH:6])=[N:22][C:20]([C:16]2[N:15]=[N:14][CH:19]=[CH:18][CH:17]=2)=[N:21][CH:3]=1)([O-:12])=[O:11]. The catalyst class is: 5. (2) Reactant: [N:1]1[CH:6]=[CH:5][CH:4]=[C:3]([NH:7][C:8](=[O:16])OC2C=CC=CC=2)[CH:2]=1.[Br:17][CH:18]=[C:19]1[CH2:24][CH2:23][NH:22][CH2:21][CH2:20]1.C(N(CC)CC)C. Product: [Br:17][CH:18]=[C:19]1[CH2:24][CH2:23][N:22]([C:8]([NH:7][C:3]2[CH:2]=[N:1][CH:6]=[CH:5][CH:4]=2)=[O:16])[CH2:21][CH2:20]1. The catalyst class is: 148. (3) Reactant: [Br:1][C:2]1[CH:13]=[CH:12][C:11]([Br:14])=[CH:10][C:3]=1[O:4][CH2:5][CH2:6][CH2:7][CH2:8]O.P(Br)(Br)[Br:16].O.[OH-].[Na+]. Product: [Br:1][C:2]1[CH:13]=[CH:12][C:11]([Br:14])=[CH:10][C:3]=1[O:4][CH2:5][CH2:6][CH2:7][CH2:8][Br:16]. The catalyst class is: 11. (4) Reactant: F[C:2]1[CH:16]=[CH:15][C:5]([C:6]([NH:8][C:9]2[CH:14]=[CH:13][CH:12]=[CH:11][CH:10]=2)=[O:7])=[CH:4][C:3]=1[N+:17]([O-:19])=[O:18].[Na].C(O)(=O)[CH2:22][C:23](CC(O)=O)(C(O)=O)[OH:24]. Product: [N+:17]([C:3]1[CH:4]=[C:5]([CH:15]=[CH:16][C:2]=1[O:24][CH2:23][CH3:22])[C:6]([NH:8][C:9]1[CH:14]=[CH:13][CH:12]=[CH:11][CH:10]=1)=[O:7])([O-:19])=[O:18]. The catalyst class is: 8. (5) Reactant: [Cl:1][C:2]1[N:3]=[C:4]2[C:9](=[CH:10][CH:11]=1)[N:8]=[CH:7][C:6]([CH:12]=O)=[C:5]2[NH:14][C:15]1[CH:20]=[CH:19][C:18]([N:21]2[CH2:26][CH2:25][N:24]([C:27]([O:29][C:30]([CH3:33])([CH3:32])[CH3:31])=[O:28])[CH2:23][CH2:22]2)=[C:17]([C:34]([F:37])([F:36])[F:35])[CH:16]=1.[CH3:38][NH2:39].[BH4-].[Na+]. Product: [Cl:1][C:2]1[N:3]=[C:4]2[C:9](=[CH:10][CH:11]=1)[N:8]=[CH:7][C:6]([CH2:12][NH:39][CH3:38])=[C:5]2[NH:14][C:15]1[CH:20]=[CH:19][C:18]([N:21]2[CH2:26][CH2:25][N:24]([C:27]([O:29][C:30]([CH3:33])([CH3:31])[CH3:32])=[O:28])[CH2:23][CH2:22]2)=[C:17]([C:34]([F:36])([F:35])[F:37])[CH:16]=1. The catalyst class is: 8. (6) Reactant: [NH:1]=[C:2]1[N:6]([C:7]2[S:8][CH:9]=[C:10]([C:12]3[CH:19]=[CH:18][C:15]([C:16]#[N:17])=[CH:14][CH:13]=3)[N:11]=2)[C:5]([CH3:21])([CH3:20])[CH2:4][O:3]1.C(N(CC)CC)C.[C:29](Cl)(=[O:31])[CH3:30].O. Product: [C:16]([C:15]1[CH:14]=[CH:13][C:12]([C:10]2[N:11]=[C:7]([N:6]3[C:5]([CH3:21])([CH3:20])[CH2:4][O:3]/[C:2]/3=[N:1]\[C:29](=[O:31])[CH3:30])[S:8][CH:9]=2)=[CH:19][CH:18]=1)#[N:17]. The catalyst class is: 7.